From a dataset of Reaction yield outcomes from USPTO patents with 853,638 reactions. Predict the reaction yield, written as a fraction of the theoretical maximum amount of product (1.0 means a 100% yield; for example, 0.34 means a 34% yield). The reactants are [C:1]([O:5][C:6](=[O:20])[CH2:7][O:8][C:9]1[C:18]2[CH2:17][CH2:16][CH2:15][C:14](=O)[C:13]=2[CH:12]=[CH:11][CH:10]=1)([CH3:4])([CH3:3])[CH3:2].C([O-])(=O)C.[NH4+].C([BH3-])#[N:27].[Na+]. The catalyst is CO. The product is [C:1]([O:5][C:6](=[O:20])[CH2:7][O:8][C:9]1[C:18]2[CH2:17][CH2:16][CH2:15][CH:14]([NH2:27])[C:13]=2[CH:12]=[CH:11][CH:10]=1)([CH3:4])([CH3:3])[CH3:2]. The yield is 0.460.